From a dataset of Full USPTO retrosynthesis dataset with 1.9M reactions from patents (1976-2016). Predict the reactants needed to synthesize the given product. (1) The reactants are: [Cl:1][C:2]1[CH:3]=[C:4]([CH2:8][OH:9])[CH:5]=[N:6][CH:7]=1.C(N(CC)CC)C.Cl. Given the product [Cl:1][C:2]1[CH:7]=[N:6][CH:5]=[C:4]([CH:3]=1)[CH:8]=[O:9], predict the reactants needed to synthesize it. (2) Given the product [CH2:15]([O:14][C:12](=[O:13])/[C:11](/[C:9]#[N:10])=[CH:1]/[C:2]1[CH:7]=[CH:6][CH:5]=[CH:4][CH:3]=1)[CH3:16], predict the reactants needed to synthesize it. The reactants are: [CH:1](=O)[C:2]1[CH:7]=[CH:6][CH:5]=[CH:4][CH:3]=1.[C:9]([CH2:11][C:12]([O:14][CH2:15][CH3:16])=[O:13])#[N:10].N1CCCCC1. (3) Given the product [N:3]1[CH:4]=[CH:5][CH:6]=[CH:7][C:2]=1[CH:8]([NH2:11])[CH2:9][NH2:10], predict the reactants needed to synthesize it. The reactants are: Cl[C:2]1[CH:7]=[CH:6][CH:5]=[CH:4][N:3]=1.[CH2:8]([NH2:11])[CH2:9][NH2:10]. (4) Given the product [F:10][C:11]([F:22])([F:21])[C:12]([NH:9][NH:8][C:5]1[CH:4]=[CH:3][C:2]([I:1])=[CH:7][N:6]=1)=[O:13], predict the reactants needed to synthesize it. The reactants are: [I:1][C:2]1[CH:3]=[CH:4][C:5]([NH:8][NH2:9])=[N:6][CH:7]=1.[F:10][C:11]([F:22])([F:21])[C:12](O[C:12](=[O:13])[C:11]([F:22])([F:21])[F:10])=[O:13]. (5) Given the product [CH:30]1([C:24]2[CH:23]=[C:22]([C:20]3[O:19][N:18]=[C:17]([C:13]4[CH:14]=[C:15]([CH3:16])[C:10]([O:9][CH2:8][CH2:7][CH2:6][NH:43][CH2:42][C:41]([OH:40])=[O:44])=[C:11]([CH2:35][CH3:36])[CH:12]=4)[N:21]=3)[CH:27]=[C:26]([O:28][CH3:29])[N:25]=2)[CH2:31][CH2:32][CH2:33][CH2:34]1, predict the reactants needed to synthesize it. The reactants are: CS(O[CH2:6][CH2:7][CH2:8][O:9][C:10]1[C:15]([CH3:16])=[CH:14][C:13]([C:17]2[N:21]=[C:20]([C:22]3[CH:27]=[C:26]([O:28][CH3:29])[N:25]=[C:24]([CH:30]4[CH2:34][CH2:33][CH2:32][CH2:31]4)[CH:23]=3)[O:19][N:18]=2)=[CH:12][C:11]=1[CH2:35][CH3:36])(=O)=O.Cl.C([O:40][C:41](=[O:44])[CH2:42][NH2:43])C. (6) Given the product [CH2:3]([O:10][C:14]1[CH:15]=[CH:16][CH:17]=[C:12]([F:11])[C:13]=1[N+:19]([O-:21])=[O:20])[C:4]1[CH:9]=[CH:8][CH:7]=[CH:6][CH:5]=1, predict the reactants needed to synthesize it. The reactants are: [H-].[Na+].[CH2:3]([OH:10])[C:4]1[CH:9]=[CH:8][CH:7]=[CH:6][CH:5]=1.[F:11][C:12]1[CH:17]=[CH:16][CH:15]=[C:14](F)[C:13]=1[N+:19]([O-:21])=[O:20].O. (7) Given the product [C:8]([C:7]1[CH:18]=[CH:17][C:16](=[O:19])[N:5]2[CH:6]=[C:2]([Br:1])[NH:3][C:4]=12)(=[O:9])[C:10]1[CH:15]=[CH:14][CH:13]=[CH:12][CH:11]=1, predict the reactants needed to synthesize it. The reactants are: [Br:1][C:2]1[N:3]=[C:4]([CH2:7][C:8]([C:10]2[CH:15]=[CH:14][CH:13]=[CH:12][CH:11]=2)=[O:9])[NH:5][CH:6]=1.[C:16](O)(=[O:19])[C:17]#[CH:18].N1(C(N2C=CN=C2)=O)C=CN=C1. (8) Given the product [C:8]1([CH2:7][O:6][C:5]([NH:4][CH2:3][CH2:2][N:15]2[CH2:16][CH2:17][CH:18]([NH:21][C:22](=[O:28])[O:23][C:24]([CH3:26])([CH3:25])[CH3:27])[CH2:19][CH2:20]2)=[O:14])[CH:13]=[CH:12][CH:11]=[CH:10][CH:9]=1, predict the reactants needed to synthesize it. The reactants are: Br[CH2:2][CH2:3][NH:4][C:5](=[O:14])[O:6][CH2:7][C:8]1[CH:13]=[CH:12][CH:11]=[CH:10][CH:9]=1.[NH:15]1[CH2:20][CH2:19][CH:18]([NH:21][C:22](=[O:28])[O:23][C:24]([CH3:27])([CH3:26])[CH3:25])[CH2:17][CH2:16]1.C(=O)([O-])[O-].[K+].[K+].C(#N)C.